From a dataset of Reaction yield outcomes from USPTO patents with 853,638 reactions. Predict the reaction yield, written as a fraction of the theoretical maximum amount of product (1.0 means a 100% yield; for example, 0.34 means a 34% yield). (1) The catalyst is C(#N)C.C(O)(C)(C)C.O. The yield is 0.350. The product is [Cl:1][C:2]1[CH:10]=[C:9]2[C:5]([C:6]([C:11]([OH:31])=[O:12])=[CH:7][NH:8]2)=[CH:4][C:3]=1[C:13]1[CH:14]=[CH:15][C:16]([O:19][CH2:20][CH:21]2[CH2:24][O:23][CH2:22]2)=[CH:17][CH:18]=1. The reactants are [Cl:1][C:2]1[CH:10]=[C:9]2[C:5]([C:6]([CH:11]=[O:12])=[CH:7][NH:8]2)=[CH:4][C:3]=1[C:13]1[CH:18]=[CH:17][C:16]([O:19][CH2:20][CH:21]2[CH2:24][O:23][CH2:22]2)=[CH:15][CH:14]=1.CC(=CC)C.Cl([O-])=[O:31].[Na+].P([O-])(O)(O)=O.[Na+]. (2) The reactants are C[Al](C)C.[CH:5]1([N:8]2[CH2:14][CH2:13][CH2:12][N:11]([C:15]3[N:20]=[CH:19][C:18]([C:21]([O:23]C)=O)=[CH:17][N:16]=3)[CH2:10][CH2:9]2)[CH2:7][CH2:6]1.[CH3:25][O:26][C:27]1[CH:28]=[C:29]([CH2:35][CH2:36][C:37]2[CH:38]=[C:39]([NH2:42])[NH:40][N:41]=2)[CH:30]=[C:31]([O:33][CH3:34])[CH:32]=1. The catalyst is C1(C)C=CC=CC=1. The product is [CH:5]1([N:8]2[CH2:14][CH2:13][CH2:12][N:11]([C:15]3[N:16]=[CH:17][C:18]([C:21]([NH:42][C:39]4[NH:40][N:41]=[C:37]([CH2:36][CH2:35][C:29]5[CH:30]=[C:31]([O:33][CH3:34])[CH:32]=[C:27]([O:26][CH3:25])[CH:28]=5)[CH:38]=4)=[O:23])=[CH:19][N:20]=3)[CH2:10][CH2:9]2)[CH2:6][CH2:7]1. The yield is 0.0100. (3) The reactants are [C:1]([S@@:5]([NH2:7])=[O:6])([CH3:4])([CH3:3])[CH3:2].[CH3:8][C:9]1[CH:14]=[CH:13][N:12]=[C:11]([CH2:15][CH2:16][C:17]2[CH:18]=[C:19]([CH:22]=[CH:23][CH:24]=2)[CH:20]=O)[CH:10]=1. The catalyst is C1COCC1. The product is [CH3:2][C:1]([S@@:5](/[N:7]=[CH:20]/[C:19]1[CH:22]=[CH:23][CH:24]=[C:17]([CH2:16][CH2:15][C:11]2[CH:10]=[C:9]([CH3:8])[CH:14]=[CH:13][N:12]=2)[CH:18]=1)=[O:6])([CH3:4])[CH3:3]. The yield is 0.710.